This data is from Full USPTO retrosynthesis dataset with 1.9M reactions from patents (1976-2016). The task is: Predict the reactants needed to synthesize the given product. (1) Given the product [NH2:13][C:12]1[N:11]([C:9]([O:8][CH2:1][C:2]2[CH:3]=[CH:4][CH:5]=[CH:6][CH:7]=2)=[O:10])[CH:23]=[C:24]([CH3:25])[N:14]=1, predict the reactants needed to synthesize it. The reactants are: [CH2:1]([O:8][C:9]([NH:11][C:12]([NH2:14])=[NH:13])=[O:10])[C:2]1[CH:7]=[CH:6][CH:5]=[CH:4][CH:3]=1.C(N(CC)CC)C.Cl[CH2:23][C:24](=O)[CH3:25]. (2) Given the product [C:11]1([CH3:16])[CH:12]=[CH:13][CH:14]=[CH:15][C:10]=1[CH:9]([C:17]1[CH:22]=[CH:21][CH:20]=[CH:19][C:18]=1[CH3:23])[CH2:3][C:4]([OH:6])=[O:5], predict the reactants needed to synthesize it. The reactants are: C([C:3](=[C:9]([C:17]1[CH:22]=[CH:21][CH:20]=[CH:19][C:18]=1[CH3:23])[C:10]1[CH:15]=[CH:14][CH:13]=[CH:12][C:11]=1[CH3:16])[C:4]([O:6]CC)=[O:5])#N. (3) Given the product [C:1]1([S:7]([C:10]2[CH2:17][C@H:15]([OH:16])[C@H:14]([CH3:18])[C@H:13]([O:19][Si:20]([C:23]([CH3:26])([CH3:25])[CH3:24])([CH3:21])[CH3:22])[C@@H:12]([CH3:27])[CH:11]=2)(=[O:8])=[O:9])[CH:2]=[CH:3][CH:4]=[CH:5][CH:6]=1, predict the reactants needed to synthesize it. The reactants are: [C:1]1([S:7]([C:10]2[C@H:17]3[C@H:15]([O:16]3)[C@H:14]([CH3:18])[C@H:13]([O:19][Si:20]([C:23]([CH3:26])([CH3:25])[CH3:24])([CH3:22])[CH3:21])[C@@H:12]([CH3:27])[CH:11]=2)(=[O:9])=[O:8])[CH:6]=[CH:5][CH:4]=[CH:3][CH:2]=1.C1COCC1.CC(C[AlH]CC(C)C)C. (4) Given the product [C:89]([C:93]1[CH:118]=[CH:117][C:96]([C:97]([NH:99][C:100]2[CH:105]=[C:104]([F:106])[CH:103]=[C:102]([C:31]3[C:32]4[CH:39]=[C:38]([C:40]5[CH2:41][CH2:42][O:43][CH2:44][CH:45]=5)[NH:37][C:33]=4[N:34]=[CH:35][N:36]=3)[C:101]=2[CH3:116])=[O:98])=[CH:95][CH:94]=1)([CH3:92])([CH3:90])[CH3:91], predict the reactants needed to synthesize it. The reactants are: CN(C)C(N1CC=C(C2NC3N=CN=C(C4C=C(F)C=C(N)C=4C)C=3C=2)CC1)=O.Cl[C:31]1[C:32]2[CH:39]=[C:38]([C:40]3[CH2:41][CH2:42][O:43][CH2:44][CH:45]=3)[NH:37][C:33]=2[N:34]=[CH:35][N:36]=1.CN(C)C(N1CC=C(C2NC3N=CN=C(C4C=CC=C(N5CCC6C(=CC=C(C(O)(C)C)C=6)C5=O)C=4CO)C=3C=2)CC1)=O.[C:89]([C:93]1[CH:118]=[CH:117][C:96]([C:97]([NH:99][C:100]2[CH:105]=[C:104]([F:106])[CH:103]=[C:102](B3OC(C)(C)C(C)(C)O3)[C:101]=2[CH3:116])=[O:98])=[CH:95][CH:94]=1)([CH3:92])([CH3:91])[CH3:90].